This data is from Full USPTO retrosynthesis dataset with 1.9M reactions from patents (1976-2016). The task is: Predict the reactants needed to synthesize the given product. (1) Given the product [C:11]([O:15][CH2:18][CH2:19][S:10][C:5]1[CH:4]=[CH:9][CH:8]=[CH:7][CH:6]=1)(=[O:14])[CH:12]=[CH2:13], predict the reactants needed to synthesize it. The reactants are: OCC[C:4]1[CH:9]=[CH:8][CH:7]=[CH:6][C:5]=1[SH:10].[C:11]([O-:15])(=[O:14])[CH:12]=[CH2:13].[Cl-].N1C=CC=[CH:19][CH:18]=1. (2) Given the product [OH:30][CH2:31][CH2:32][N:33]1[CH2:28][CH2:27][C:26]([CH2:25][CH:22]2[S:21][C:20]([C:17]3[NH:18][C:19]4[C:15]([CH:16]=3)=[CH:14][CH:13]=[CH:12][C:11]=4[N:2]([CH3:1])[S:3]([C:6]3[S:7][CH:8]=[CH:9][CH:10]=3)(=[O:4])=[O:5])=[N:24][CH2:23]2)=[N:34]1, predict the reactants needed to synthesize it. The reactants are: [CH3:1][N:2]([C:11]1[CH:12]=[CH:13][CH:14]=[C:15]2[C:19]=1[NH:18][C:17]([C:20]1[S:21][CH:22]([CH2:25][C:26](=O)[CH:27]=[CH2:28])[CH2:23][N:24]=1)=[CH:16]2)[S:3]([C:6]1[S:7][CH:8]=[CH:9][CH:10]=1)(=[O:5])=[O:4].[OH:30][CH2:31][CH2:32][NH:33][NH2:34].O. (3) The reactants are: [CH3:1][N:2]1[CH:6]=[C:5]([N:7]2[C:19]3[C:18]4[CH:17]=[C:16](B5OC(C)(C)C(C)(C)O5)[CH:15]=[CH:14][C:13]=4[N:12]=[CH:11][C:10]=3[N:9]([CH3:29])[C:8]2=[O:30])[C:4]([CH3:31])=[N:3]1.Br[C:33]1[CH:38]=[N:37][CH:36]=[CH:35][N:34]=1. Given the product [CH3:1][N:2]1[CH:6]=[C:5]([N:7]2[C:19]3[C:18]4[CH:17]=[C:16]([C:33]5[CH:38]=[N:37][CH:36]=[CH:35][N:34]=5)[CH:15]=[CH:14][C:13]=4[N:12]=[CH:11][C:10]=3[N:9]([CH3:29])[C:8]2=[O:30])[C:4]([CH3:31])=[N:3]1, predict the reactants needed to synthesize it. (4) Given the product [C:1]([O:5][C:6]([N:8]1[CH2:11][CH:10]([N:12]2[CH2:16][CH2:15][CH2:14][C:13]2=[O:18])[CH2:9]1)=[O:7])([CH3:4])([CH3:3])[CH3:2], predict the reactants needed to synthesize it. The reactants are: [C:1]([O:5][C:6]([N:8]1[CH2:11][CH:10]([NH:12][C:13](=[O:18])[CH2:14][CH2:15][CH2:16]Cl)[CH2:9]1)=[O:7])([CH3:4])([CH3:3])[CH3:2].[H-].[Na+]. (5) Given the product [Cl:26][C:27]1[C:34]([O:35][CH2:36][CH3:37])=[CH:33][C:30]([CH2:31][N:1]2[CH2:6][CH2:5][CH:4]([NH:7][C:8]3[O:9][C:10]4[CH:16]=[CH:15][C:14]([O:17][CH2:18][CH2:19][CH2:20][N:21]5[CH:25]=[N:24][CH:23]=[N:22]5)=[CH:13][C:11]=4[N:12]=3)[CH2:3][CH2:2]2)=[CH:29][C:28]=1[O:38][CH2:39][CH3:40], predict the reactants needed to synthesize it. The reactants are: [NH:1]1[CH2:6][CH2:5][CH:4]([NH:7][C:8]2[O:9][C:10]3[CH:16]=[CH:15][C:14]([O:17][CH2:18][CH2:19][CH2:20][N:21]4[CH:25]=[N:24][CH:23]=[N:22]4)=[CH:13][C:11]=3[N:12]=2)[CH2:3][CH2:2]1.[Cl:26][C:27]1[C:34]([O:35][CH2:36][CH3:37])=[CH:33][C:30]([CH:31]=O)=[CH:29][C:28]=1[O:38][CH2:39][CH3:40].C([BH3-])#N.[Na+].C(N(C(C)C)C(C)C)C.